From a dataset of Reaction yield outcomes from USPTO patents with 853,638 reactions. Predict the reaction yield, written as a fraction of the theoretical maximum amount of product (1.0 means a 100% yield; for example, 0.34 means a 34% yield). (1) The reactants are C(O)(=O)C(C)(C)C.C(=O)([O-])[O-].[K+].[K+].Br[C:15]1[CH:33]=[CH:32][C:31]([Cl:34])=[CH:30][C:16]=1[CH2:17][O:18][C:19]1[CH:28]=[CH:27][CH:26]=[C:25]2[C:20]=1[CH2:21][CH2:22][CH2:23][C:24]2=[O:29]. The catalyst is CC(N(C)C)=O.C([O-])(=O)C(C)(C)C.[Pd+2].C([O-])(=O)C(C)(C)C.FC1C=CC(P(C2C=CC(F)=CC=2)C2C=CC(F)=CC=2)=CC=1. The product is [Cl:34][C:31]1[CH:32]=[CH:33][C:15]2[C:28]3[C:19](=[C:20]4[CH2:21][CH2:22][CH2:23][C:24](=[O:29])[C:25]4=[CH:26][CH:27]=3)[O:18][CH2:17][C:16]=2[CH:30]=1. The yield is 0.970. (2) The reactants are Cl.[C:2]([NH:9][CH2:10][CH2:11][CH2:12][CH2:13][CH2:14][CH2:15][NH2:16])([O:4][C:5]([CH3:8])([CH3:7])[CH3:6])=[O:3].C(N(CC)CC)C.[N+:24]([C:27]1[CH:32]=[CH:31][CH:30]=[CH:29][C:28]=1[S:33](Cl)(=[O:35])=[O:34])([O-:26])=[O:25]. The catalyst is C(Cl)Cl. The product is [C:5]([O:4][C:2](=[O:3])[NH:9][CH2:10][CH2:11][CH2:12][CH2:13][CH2:14][CH2:15][NH:16][S:33]([C:28]1[CH:29]=[CH:30][CH:31]=[CH:32][C:27]=1[N+:24]([O-:26])=[O:25])(=[O:34])=[O:35])([CH3:6])([CH3:7])[CH3:8]. The yield is 0.870. (3) The yield is 0.740. The product is [Cl:2][C:1]([Cl:5])=[C:41]([C:29]1[CH:30]=[C:31]([O:32][C:33]2[CH:38]=[CH:37][CH:36]=[C:35]([O:39][CH3:40])[CH:34]=2)[C:26]([Cl:25])=[CH:27][C:28]=1[F:48])[C:42]([O:44][CH2:45][CH3:46])=[O:43]. The catalyst is ClCCl. The reactants are [C:1]([Cl:5])(Cl)(Cl)[Cl:2].C1(P(C2C=CC=CC=2)C2C=CC=CC=2)C=CC=CC=1.[Cl:25][C:26]1[C:31]([O:32][C:33]2[CH:38]=[CH:37][CH:36]=[C:35]([O:39][CH3:40])[CH:34]=2)=[CH:30][C:29]([C:41](=O)[C:42]([O:44][CH2:45][CH3:46])=[O:43])=[C:28]([F:48])[CH:27]=1.